This data is from Catalyst prediction with 721,799 reactions and 888 catalyst types from USPTO. The task is: Predict which catalyst facilitates the given reaction. (1) Reactant: C([O:8][C:9]1[CH:14]=[C:13]([CH3:15])[C:12]([C:16]2[CH:21]=[CH:20][C:19]([F:22])=[C:18]([CH2:23][OH:24])[CH:17]=2)=[C:11]([CH3:25])[CH:10]=1)C1C=CC=CC=1. The catalyst class is: 19. Product: [F:22][C:19]1[CH:20]=[CH:21][C:16]([C:12]2[C:13]([CH3:15])=[CH:14][C:9]([OH:8])=[CH:10][C:11]=2[CH3:25])=[CH:17][C:18]=1[CH2:23][OH:24]. (2) Reactant: [Cl:1][C:2]1[CH:3]=[C:4]([CH:7]=[CH:8][C:9]=1F)[C:5]#[N:6].[CH3:11][N:12]([CH3:18])[CH:13]1[CH2:17][CH2:16][NH:15][CH2:14]1.[H-].[Na+].O. Product: [Cl:1][C:2]1[CH:3]=[C:4]([CH:7]=[CH:8][C:9]=1[N:15]1[CH2:16][CH2:17][CH:13]([N:12]([CH3:18])[CH3:11])[CH2:14]1)[C:5]#[N:6]. The catalyst class is: 3. (3) Reactant: [F:1][C:2]1[CH:7]=[CH:6][C:5]([C:8]2[N:12]=[C:11]([NH2:13])[S:10][N:9]=2)=[CH:4][C:3]=1[C:14]([F:17])([F:16])[F:15].C[Al](C)C.C[O:23][C:24](=O)[C:25]1[CH:30]=[CH:29][C:28]([NH:31][C:32]2[CH:37]=[C:36]([N:38]3[CH2:41][CH2:40][CH2:39]3)[N:35]=[CH:34][N:33]=2)=[CH:27][CH:26]=1. Product: [N:38]1([C:36]2[N:35]=[CH:34][N:33]=[C:32]([NH:31][C:28]3[CH:29]=[CH:30][C:25]([C:24]([NH:13][C:11]4[S:10][N:9]=[C:8]([C:5]5[CH:6]=[CH:7][C:2]([F:1])=[C:3]([C:14]([F:15])([F:16])[F:17])[CH:4]=5)[N:12]=4)=[O:23])=[CH:26][CH:27]=3)[CH:37]=2)[CH2:39][CH2:40][CH2:41]1. The catalyst class is: 2. (4) Reactant: [C:12]([O:11][C:9](O[C:9]([O:11][C:12]([CH3:15])([CH3:14])[CH3:13])=[O:10])=[O:10])([CH3:15])([CH3:14])[CH3:13].[NH2:16][CH2:17][CH2:18][CH2:19][CH2:20][CH2:21][CH2:22][CH2:23][CH2:24][CH2:25][CH:26]=[CH2:27]. Product: [C:12]([O:11][C:9]([NH:16][CH2:17][CH2:18][CH2:19][CH2:20][CH2:21][CH2:22][CH2:23][CH2:24][CH2:25][CH:26]=[CH2:27])=[O:10])([CH3:13])([CH3:14])[CH3:15]. The catalyst class is: 1.